Dataset: Forward reaction prediction with 1.9M reactions from USPTO patents (1976-2016). Task: Predict the product of the given reaction. (1) Given the reactants [N:1]1[CH:6]=[CH:5][CH:4]=[CH:3][C:2]=1[CH2:7][CH2:8][N:9]1[CH2:14][CH2:13][N:12]([C:15]2[C:23]3[O:22][C:21]([C:24]([O-])=[O:25])=[CH:20][C:19]=3[CH:18]=[CH:17][CH:16]=2)[CH2:11][CH2:10]1.[Li+].[CH3:28][N:29]1[CH:33]=[C:32]([CH2:34][NH2:35])[N:31]=[CH:30]1, predict the reaction product. The product is: [CH3:28][N:29]1[CH:33]=[C:32]([CH2:34][NH:35][C:24]([C:21]2[O:22][C:23]3[C:15]([N:12]4[CH2:11][CH2:10][N:9]([CH2:8][CH2:7][C:2]5[CH:3]=[CH:4][CH:5]=[CH:6][N:1]=5)[CH2:14][CH2:13]4)=[CH:16][CH:17]=[CH:18][C:19]=3[CH:20]=2)=[O:25])[N:31]=[CH:30]1. (2) Given the reactants [N:1]1[N:2]([C:6]2[CH:7]=[C:8]([NH:12][C:13]3[C:18]([C:19](=[O:21])[NH2:20])=[CH:17][N:16]=[C:15]([NH:22][C@@H:23]4[CH2:28][CH2:27][CH2:26][CH2:25][C@@H:24]4[NH:29]C(=O)[O:31][C:32]([CH3:35])(C)C)[N:14]=3)[CH:9]=[CH:10][CH:11]=2)[N:3]=[CH:4][CH:5]=1.Cl.[OH-:38].[Na+], predict the reaction product. The product is: [C:32]([OH:38])(=[O:31])[CH3:35].[N:1]1[N:2]([C:6]2[CH:7]=[C:8]([NH:12][C:13]3[C:18]([C:19]([NH2:20])=[O:21])=[CH:17][N:16]=[C:15]([NH:22][C@@H:23]4[CH2:28][CH2:27][CH2:26][CH2:25][C@@H:24]4[NH2:29])[N:14]=3)[CH:9]=[CH:10][CH:11]=2)[N:3]=[CH:4][CH:5]=1. (3) Given the reactants CO[CH:3](OC)[CH:4]1[S:8][C:7]([C:9]2[NH:10][C:11]3[C:16]([CH:17]=2)=[CH:15][C:14]([O:18][CH2:19][CH2:20][O:21][CH3:22])=[CH:13][C:12]=3[N:23]([CH3:33])[S:24]([C:27]2[N:28]([CH3:32])[CH:29]=[CH:30][N:31]=2)(=[O:26])=[O:25])=[N:6][CH2:5]1.FC(F)(F)C(O)=O.S(=O)(=O)(O)O.[NH:48]1[CH2:53][CH2:52][O:51][CH2:50][CH2:49]1.C(O[BH-](OC(=O)C)OC(=O)C)(=O)C.[Na+], predict the reaction product. The product is: [CH3:22][O:21][CH2:20][CH2:19][O:18][C:14]1[CH:15]=[C:16]2[C:11](=[C:12]([N:23]([CH3:33])[S:24]([C:27]3[N:28]([CH3:32])[CH:29]=[CH:30][N:31]=3)(=[O:25])=[O:26])[CH:13]=1)[NH:10][C:9]([C:7]1[S:8][CH:4]([CH2:3][N:48]3[CH2:53][CH2:52][O:51][CH2:50][CH2:49]3)[CH2:5][N:6]=1)=[CH:17]2. (4) Given the reactants [C:1]1([S:7]([CH2:10][CH2:11][O:12][C:13](=[O:38])[CH2:14][O:15][C:16]2[CH:21]=[CH:20][CH:19]=[CH:18][C:17]=2[O:22][CH2:23][C:24]([O:26][CH2:27][CH2:28][S:29]([C:32]2[CH:37]=[CH:36][CH:35]=[CH:34][CH:33]=2)(=[O:31])=[O:30])=[O:25])(=[O:9])=[O:8])[CH:6]=[CH:5][CH:4]=[CH:3][CH:2]=1.[Cl:39][S:40](O)(=[O:42])=[O:41], predict the reaction product. The product is: [C:1]1([S:7]([CH2:10][CH2:11][O:12][C:13](=[O:38])[CH2:14][O:15][C:16]2[CH:21]=[CH:20][C:19]([S:40]([Cl:39])(=[O:42])=[O:41])=[CH:18][C:17]=2[O:22][CH2:23][C:24]([O:26][CH2:27][CH2:28][S:29]([C:32]2[CH:33]=[CH:34][CH:35]=[CH:36][CH:37]=2)(=[O:31])=[O:30])=[O:25])(=[O:8])=[O:9])[CH:6]=[CH:5][CH:4]=[CH:3][CH:2]=1. (5) Given the reactants [F:1][C:2]([F:33])([F:32])[C:3]1[CH:8]=[CH:7][N:6]=[C:5]([NH:9][C:10]2[CH:11]=[C:12]([C:16]3[N:17]=[C:18]([N:21]4[CH2:26][CH2:25][CH:24]([C:27]([O:29]CC)=[O:28])[CH2:23][CH2:22]4)[S:19][CH:20]=3)[CH:13]=[CH:14][CH:15]=2)[N:4]=1.[OH-].[Li+], predict the reaction product. The product is: [F:33][C:2]([F:1])([F:32])[C:3]1[CH:8]=[CH:7][N:6]=[C:5]([NH:9][C:10]2[CH:11]=[C:12]([C:16]3[N:17]=[C:18]([N:21]4[CH2:22][CH2:23][CH:24]([C:27]([OH:29])=[O:28])[CH2:25][CH2:26]4)[S:19][CH:20]=3)[CH:13]=[CH:14][CH:15]=2)[N:4]=1. (6) Given the reactants [O:1]1[CH2:5][CH2:4][CH2:3][CH:2]1[C:6]([OH:8])=O.CCN(C(C)C)C(C)C.CN(C(ON1N=NC2C=CC=NC1=2)=[N+](C)C)C.F[P-](F)(F)(F)(F)F.Cl.[CH2:43]([O:50][C:51](=[O:70])[NH:52][CH2:53][CH2:54][CH2:55][CH2:56][C@H:57]([NH2:69])[C:58]([C:60]1[S:61][C:62]2[CH:68]=[CH:67][CH:66]=[CH:65][C:63]=2[N:64]=1)=[O:59])[C:44]1[CH:49]=[CH:48][CH:47]=[CH:46][CH:45]=1, predict the reaction product. The product is: [CH2:43]([O:50][C:51](=[O:70])[NH:52][CH2:53][CH2:54][CH2:55][CH2:56][C@H:57]([NH:69][C:6]([CH:2]1[CH2:3][CH2:4][CH2:5][O:1]1)=[O:8])[C:58]([C:60]1[S:61][C:62]2[CH:68]=[CH:67][CH:66]=[CH:65][C:63]=2[N:64]=1)=[O:59])[C:44]1[CH:49]=[CH:48][CH:47]=[CH:46][CH:45]=1. (7) Given the reactants [NH2:1][CH:2]1[CH2:5][N:4]([CH2:6][C:7]2[C:16]([Cl:17])=[C:15]3[C:10]([C:11](=[O:32])[N:12]([CH2:19][C:20]4[CH:25]=[C:24]([Cl:26])[CH:23]=[CH:22][C:21]=4[S:27]([CH2:30][CH3:31])(=[O:29])=[O:28])[C:13](=[O:18])[NH:14]3)=[CH:9][C:8]=2[C:33]([F:36])([F:35])[F:34])[CH2:3]1.C[N+](C)=C1C=CN([S:45]([N-:48][C:49]([O:51][C:52]([CH3:55])([CH3:54])[CH3:53])=[O:50])(=[O:47])=[O:46])C=C1.O.C(OCC)(=O)C, predict the reaction product. The product is: [Cl:17][C:16]1[C:7]([CH2:6][N:4]2[CH2:5][CH:2]([NH:1][S:45]([NH:48][C:49](=[O:50])[O:51][C:52]([CH3:54])([CH3:53])[CH3:55])(=[O:46])=[O:47])[CH2:3]2)=[C:8]([C:33]([F:34])([F:35])[F:36])[CH:9]=[C:10]2[C:15]=1[NH:14][C:13](=[O:18])[N:12]([CH2:19][C:20]1[CH:25]=[C:24]([Cl:26])[CH:23]=[CH:22][C:21]=1[S:27]([CH2:30][CH3:31])(=[O:29])=[O:28])[C:11]2=[O:32].